From a dataset of NCI-60 drug combinations with 297,098 pairs across 59 cell lines. Regression. Given two drug SMILES strings and cell line genomic features, predict the synergy score measuring deviation from expected non-interaction effect. (1) Drug 1: CNC(=O)C1=CC=CC=C1SC2=CC3=C(C=C2)C(=NN3)C=CC4=CC=CC=N4. Drug 2: CCC1(C2=C(COC1=O)C(=O)N3CC4=CC5=C(C=CC(=C5CN(C)C)O)N=C4C3=C2)O.Cl. Cell line: SNB-19. Synergy scores: CSS=22.1, Synergy_ZIP=-0.227, Synergy_Bliss=1.33, Synergy_Loewe=-21.6, Synergy_HSA=1.62. (2) Drug 1: C1C(C(OC1N2C=NC3=C(N=C(N=C32)Cl)N)CO)O. Drug 2: CC1C(C(CC(O1)OC2CC(OC(C2O)C)OC3=CC4=CC5=C(C(=O)C(C(C5)C(C(=O)C(C(C)O)O)OC)OC6CC(C(C(O6)C)O)OC7CC(C(C(O7)C)O)OC8CC(C(C(O8)C)O)(C)O)C(=C4C(=C3C)O)O)O)O. Cell line: 786-0. Synergy scores: CSS=53.4, Synergy_ZIP=-3.88, Synergy_Bliss=1.43, Synergy_Loewe=-13.5, Synergy_HSA=0.708. (3) Drug 1: C(CN)CNCCSP(=O)(O)O. Drug 2: CC1C(C(CC(O1)OC2CC(CC3=C2C(=C4C(=C3O)C(=O)C5=CC=CC=C5C4=O)O)(C(=O)C)O)N)O. Cell line: K-562. Synergy scores: CSS=24.2, Synergy_ZIP=1.21, Synergy_Bliss=0.525, Synergy_Loewe=-16.6, Synergy_HSA=-1.61. (4) Drug 1: CC1=C2C(C(=O)C3(C(CC4C(C3C(C(C2(C)C)(CC1OC(=O)C(C(C5=CC=CC=C5)NC(=O)C6=CC=CC=C6)O)O)OC(=O)C7=CC=CC=C7)(CO4)OC(=O)C)O)C)OC(=O)C. Drug 2: CC(C)NC(=O)C1=CC=C(C=C1)CNNC.Cl. Cell line: SW-620. Synergy scores: CSS=50.8, Synergy_ZIP=3.68, Synergy_Bliss=2.11, Synergy_Loewe=-34.3, Synergy_HSA=2.48. (5) Drug 1: C1CN1C2=NC(=NC(=N2)N3CC3)N4CC4. Drug 2: COCCOC1=C(C=C2C(=C1)C(=NC=N2)NC3=CC=CC(=C3)C#C)OCCOC.Cl. Cell line: SN12C. Synergy scores: CSS=47.8, Synergy_ZIP=-2.45, Synergy_Bliss=-3.28, Synergy_Loewe=-5.17, Synergy_HSA=0.292. (6) Drug 1: C1=C(C(=O)NC(=O)N1)F. Drug 2: CN(C(=O)NC(C=O)C(C(C(CO)O)O)O)N=O. Cell line: SN12C. Synergy scores: CSS=10.3, Synergy_ZIP=-7.77, Synergy_Bliss=-10.8, Synergy_Loewe=-12.9, Synergy_HSA=-9.15. (7) Drug 1: C1=CN(C=N1)CC(O)(P(=O)(O)O)P(=O)(O)O. Drug 2: CC1C(C(CC(O1)OC2CC(CC3=C2C(=C4C(=C3O)C(=O)C5=C(C4=O)C(=CC=C5)OC)O)(C(=O)CO)O)N)O.Cl. Cell line: T-47D. Synergy scores: CSS=21.3, Synergy_ZIP=-1.80, Synergy_Bliss=-1.71, Synergy_Loewe=-14.1, Synergy_HSA=-0.529.